This data is from Forward reaction prediction with 1.9M reactions from USPTO patents (1976-2016). The task is: Predict the product of the given reaction. (1) Given the reactants [CH3:1][NH:2][C:3]([C:5]1[C:15]([CH2:16][CH2:17][C@@H:18](O)[C:19]2[CH:24]=[CH:23][CH:22]=[CH:21][CH:20]=2)=[C:14]([OH:26])[C:8]2[N:9]=[C:10]([CH3:13])[N:11]([CH3:12])[C:7]=2[CH:6]=1)=[O:4].C1(P(C2C=CC=CC=2)C2C=CC=CC=2)C=CC=CC=1.CC(OC(/N=N/C(OC(C)C)=O)=O)C, predict the reaction product. The product is: [CH3:1][NH:2][C:3]([C:5]1[C:15]2[CH2:16][CH2:17][C@@H:18]([C:19]3[CH:20]=[CH:21][CH:22]=[CH:23][CH:24]=3)[O:26][C:14]=2[C:8]2[N:9]=[C:10]([CH3:13])[N:11]([CH3:12])[C:7]=2[CH:6]=1)=[O:4]. (2) Given the reactants C([Li])CCC.[CH3:6][C:7]([CH3:10])([O-:9])[CH3:8].[K+:11].[CH3:12][N:13]([CH3:19])[CH2:14][CH2:15][N:16]([CH3:18])[CH3:17], predict the reaction product. The product is: [CH3:6][C:7]([CH3:10])([O-:9])[CH3:8].[K+:11].[CH3:12][N:13]([CH3:19])[CH2:14][CH2:15][N:16]([CH3:18])[CH3:17]. (3) Given the reactants CO[C:3](=[O:25])[CH2:4][CH2:5][C:6](=O)[C:7]1[CH:23]=[CH:22][C:10]2[CH2:11][CH2:12][N:13]([C:16](=[O:21])[C:17]([F:20])([F:19])[F:18])[CH2:14][CH2:15][C:9]=2[CH:8]=1.[CH3:26][S:27]([C:30]1[CH:35]=[CH:34][C:33]([NH:36][NH2:37])=[CH:32][CH:31]=1)(=[O:29])=[O:28].Cl.C(NC(C)C)(C)C, predict the reaction product. The product is: [CH3:26][S:27]([C:30]1[CH:31]=[CH:32][C:33]([N:36]2[C:3](=[O:25])[CH2:4][CH2:5][C:6]([C:7]3[CH:23]=[CH:22][C:10]4[CH2:11][CH2:12][N:13]([C:16](=[O:21])[C:17]([F:19])([F:20])[F:18])[CH2:14][CH2:15][C:9]=4[CH:8]=3)=[N:37]2)=[CH:34][CH:35]=1)(=[O:29])=[O:28]. (4) The product is: [Cl:23][CH2:22][CH2:21][CH2:20][CH2:19][CH2:18][CH2:17][C:16]#[C:15][C:8]#[C:9][CH2:10][CH2:11][CH2:12][CH3:13]. Given the reactants C(N)CCC.[BH4-].[Na+].[CH:8]#[C:9][CH2:10][CH2:11][CH2:12][CH3:13].Br[C:15]#[C:16][CH2:17][CH2:18][CH2:19][CH2:20][CH2:21][CH2:22][Cl:23], predict the reaction product.